Dataset: Reaction yield outcomes from USPTO patents with 853,638 reactions. Task: Predict the reaction yield, written as a fraction of the theoretical maximum amount of product (1.0 means a 100% yield; for example, 0.34 means a 34% yield). (1) The product is [NH2:17][C:13]1[CH:14]=[C:15]2[C:10](=[CH:11][CH:12]=1)[NH:9][C:8]([C:2]([CH3:7])([CH3:1])[C:3]([O:5][CH3:6])=[O:4])=[CH:16]2. The reactants are [CH3:1][C:2]([C:8]1[NH:9][C:10]2[C:15]([CH:16]=1)=[CH:14][C:13]([N+:17]([O-])=O)=[CH:12][CH:11]=2)([CH3:7])[C:3]([O:5][CH3:6])=[O:4]. The catalyst is [Ni].CO. The yield is 0.380. (2) The reactants are [CH3:1][O:2][C:3](=[O:17])[CH2:4][CH2:5][CH2:6][CH2:7][CH2:8][S:9][C:10]1[CH:15]=[CH:14][C:13](Br)=[CH:12][CH:11]=1.[Cl:18][C:19]1[CH:24]=[CH:23][C:22](B(O)O)=[CH:21][CH:20]=1.C(=O)([O-])[O-].[Cs+].[Cs+]. The catalyst is COCCOC.O. The product is [CH3:1][O:2][C:3](=[O:17])[CH2:4][CH2:5][CH2:6][CH2:7][CH2:8][S:9][C:10]1[CH:15]=[CH:14][C:13]([C:22]2[CH:23]=[CH:24][C:19]([Cl:18])=[CH:20][CH:21]=2)=[CH:12][CH:11]=1. The yield is 0.840. (3) The reactants are [CH3:1][N:2]1[C:6]([CH2:7][N:8]2[CH2:12][CH:11]([CH2:13][CH2:14][CH3:15])[CH2:10][C:9]2=[O:16])=[C:5]([C:17]#[N:18])[N:4]=[CH:3]1.C[OH:20]. The catalyst is O.[OH-].[Na+]. The product is [CH3:1][N:2]1[C:6]([CH2:7][N:8]2[CH2:12][CH:11]([CH2:13][CH2:14][CH3:15])[CH2:10][C:9]2=[O:16])=[C:5]([C:17]([NH2:18])=[O:20])[N:4]=[CH:3]1. The yield is 0.430. (4) The reactants are Cl.[S:2]([N:12]1[C:16]2=[N:17][CH:18]=[C:19]([CH2:21][NH2:22])[N:20]=[C:15]2[CH:14]=[CH:13]1)([C:5]1[CH:11]=[CH:10][C:8]([CH3:9])=[CH:7][CH:6]=1)(=[O:4])=[O:3].[CH:23]1([C:29](Cl)=[O:30])[CH2:28][CH2:27][CH2:26][CH2:25][CH2:24]1.CCN(C(C)C)C(C)C.C([O-])(O)=O.[Na+]. The catalyst is C(Cl)Cl. The product is [S:2]([N:12]1[C:16]2=[N:17][CH:18]=[C:19]([CH2:21][NH:22][C:29]([CH:23]3[CH2:28][CH2:27][CH2:26][CH2:25][CH2:24]3)=[O:30])[N:20]=[C:15]2[CH:14]=[CH:13]1)([C:5]1[CH:6]=[CH:7][C:8]([CH3:9])=[CH:10][CH:11]=1)(=[O:3])=[O:4]. The yield is 0.800. (5) The reactants are [N:1]1[CH:6]=[CH:5][CH:4]=[C:3]([N:7]2[CH:16]=[C:10]3[C:11](=[O:15])[NH:12][CH2:13][CH2:14][C:9]3=[N:8]2)[CH:2]=1.[H-].[Na+].Br[CH2:20][C:21]1[CH:26]=[CH:25][CH:24]=[CH:23][C:22]=1[F:27]. The catalyst is CN(C)C=O. The product is [F:27][C:22]1[CH:23]=[CH:24][CH:25]=[CH:26][C:21]=1[CH2:20][N:12]1[CH2:13][CH2:14][C:9]2=[N:8][N:7]([C:3]3[CH:2]=[N:1][CH:6]=[CH:5][CH:4]=3)[CH:16]=[C:10]2[C:11]1=[O:15]. The yield is 0.190. (6) The catalyst is O1CCCC1. The reactants are F[P-](F)(F)(F)(F)F.Br[P+](N1CCCC1)(N1CCCC1)N1CCCC1.C(N(C(C)C)CC)(C)C.[N:34]1[C:43]2[C:38](=[CH:39][CH:40]=[C:41]([C:44]([OH:46])=O)[CH:42]=2)[CH:37]=[CH:36][CH:35]=1.[CH3:47][O:48][C:49](=[O:58])[C:50]1[CH:55]=[CH:54][C:53]([NH2:56])=[CH:52][C:51]=1[Cl:57]. The yield is 0.350. The product is [CH3:47][O:48][C:49](=[O:58])[C:50]1[CH:55]=[CH:54][C:53]([NH:56][C:44]([C:41]2[CH:42]=[C:43]3[C:38]([CH:37]=[CH:36][CH:35]=[N:34]3)=[CH:39][CH:40]=2)=[O:46])=[CH:52][C:51]=1[Cl:57]. (7) The reactants are C(Cl)(=O)C(Cl)=O.[C:7]([C:11]1[CH:16]=[CH:15][C:14]([S:17]([NH:20][CH2:21][C:22]2[CH:30]=[CH:29][C:25]([C:26]([OH:28])=O)=[CH:24][CH:23]=2)(=[O:19])=[O:18])=[CH:13][CH:12]=1)([CH3:10])([CH3:9])[CH3:8].[F:31][C:32]([F:41])([F:40])[C:33]1[CH:38]=[CH:37][N:36]=[CH:35][C:34]=1[NH2:39]. The catalyst is CN(C=O)C.C1COCC1. The product is [C:7]([C:11]1[CH:12]=[CH:13][C:14]([S:17]([NH:20][CH2:21][C:22]2[CH:23]=[CH:24][C:25]([C:26]([NH:39][C:34]3[CH:35]=[N:36][CH:37]=[CH:38][C:33]=3[C:32]([F:41])([F:31])[F:40])=[O:28])=[CH:29][CH:30]=2)(=[O:19])=[O:18])=[CH:15][CH:16]=1)([CH3:8])([CH3:9])[CH3:10]. The yield is 0.530. (8) The reactants are C1(N)C(F)=C(F)C(F)=C(N)C=1F.[ClH:13].Cl.[NH2:15][CH:16]1[CH2:21][CH2:20][N:19]([CH2:22][CH:23]2[C:33]3=[C:34]4[C:29](=[CH:30][CH:31]=[CH:32]3)[CH:28]=[CH:27][C:26](=[O:35])[N:25]4[CH2:24]2)[CH2:18][CH2:17]1.C(N(CC)CC)C.[O:43]=[C:44]1[CH2:49][S:48][C:47]2[CH:50]=[CH:51][C:52]([CH:54]=O)=[N:53][C:46]=2[NH:45]1.C(O[BH-](OC(=O)C)OC(=O)C)(=O)C.[Na+]. The catalyst is CO.ClCCl. The product is [ClH:13].[O:43]=[C:44]1[CH2:49][S:48][C:47]2[CH:50]=[CH:51][C:52]([CH2:54][NH:15][CH:16]3[CH2:21][CH2:20][N:19]([CH2:22][CH:23]4[C:33]5=[C:34]6[C:29](=[CH:30][CH:31]=[CH:32]5)[CH:28]=[CH:27][C:26](=[O:35])[N:25]6[CH2:24]4)[CH2:18][CH2:17]3)=[N:53][C:46]=2[NH:45]1. The yield is 0.950.